Dataset: Forward reaction prediction with 1.9M reactions from USPTO patents (1976-2016). Task: Predict the product of the given reaction. (1) Given the reactants O=[C:2]1[CH2:7][CH2:6][N:5]([C:8]([O:10][C:11]([CH3:14])([CH3:13])[CH3:12])=[O:9])[CH2:4][CH2:3]1.[F:15][C:16]1[CH:22]=[CH:21][C:19]([NH2:20])=[CH:18][C:17]=1[O:23][CH3:24].C(O[BH-](OC(=O)C)OC(=O)C)(=O)C.[Na+], predict the reaction product. The product is: [F:15][C:16]1[CH:22]=[CH:21][C:19]([NH:20][CH:2]2[CH2:7][CH2:6][N:5]([C:8]([O:10][C:11]([CH3:14])([CH3:13])[CH3:12])=[O:9])[CH2:4][CH2:3]2)=[CH:18][C:17]=1[O:23][CH3:24]. (2) Given the reactants [Cl:1][C:2]1[C:7]([CH3:8])=[CH:6][C:5]([S:9]([NH:12][C:13]2[CH:14]=[C:15]([C:19]3[CH:24]=[CH:23][C:22]([C:25]([OH:27])=O)=[CH:21][CH:20]=3)[CH:16]=[CH:17][CH:18]=2)(=[O:11])=[O:10])=[C:4]([CH3:28])[CH:3]=1.[NH2:29][CH2:30][CH:31]([OH:36])[C:32]([F:35])([F:34])[F:33], predict the reaction product. The product is: [F:33][C:32]([F:35])([F:34])[CH:31]([OH:36])[CH2:30][NH:29][C:25]([C:22]1[CH:21]=[CH:20][C:19]([C:15]2[CH:16]=[CH:17][CH:18]=[C:13]([NH:12][S:9]([C:5]3[CH:6]=[C:7]([CH3:8])[C:2]([Cl:1])=[CH:3][C:4]=3[CH3:28])(=[O:11])=[O:10])[CH:14]=2)=[CH:24][CH:23]=1)=[O:27].